Dataset: Catalyst prediction with 721,799 reactions and 888 catalyst types from USPTO. Task: Predict which catalyst facilitates the given reaction. (1) Reactant: [C:1]([O:7][CH2:8][CH3:9])(=[O:6])[C:2]#[C:3][CH2:4]C.C(=O)([O-])[O-].[K+].[K+].[OH:16][N:17]=[C:18](Br)[Br:19]. Product: [CH2:8]([O:7][C:1]([C:2]1[C:18]([Br:19])=[N:17][O:16][C:3]=1[CH3:4])=[O:6])[CH3:9]. The catalyst class is: 4. (2) Reactant: [NH2:1][C:2]1[S:3][C:4]2[CH:10]=[C:9]([N+:11]([O-])=O)[CH:8]=[CH:7][C:5]=2[N:6]=1.[H][H]. Product: [S:3]1[C:4]2[CH:10]=[C:9]([NH2:11])[CH:8]=[CH:7][C:5]=2[N:6]=[C:2]1[NH2:1]. The catalyst class is: 19. (3) Reactant: [C:1]([C:4]1[CH:12]=[CH:11][C:7]([C:8]([OH:10])=[O:9])=[CH:6][CH:5]=1)(=[O:3])[NH2:2].Br[CH2:14][CH:15](OCC)OCC. The catalyst class is: 12. Product: [O:3]1[CH:15]=[CH:14][N:2]=[C:1]1[C:4]1[CH:12]=[CH:11][C:7]([C:8]([OH:10])=[O:9])=[CH:6][CH:5]=1. (4) Reactant: [CH2:1]([CH:8]1[C:14]2([CH2:15][N:16]3[CH:20]=[N:19][CH:18]=[N:17]3)[C:11]([CH3:21])([CH2:12][O:13]2)[CH2:10][CH2:9]1)[C:2]1[CH:7]=[CH:6][CH:5]=[CH:4][CH:3]=1.[Cl:22]C1C=CC(CC2C3(CN4C=NC=N4)C(C)(CO3)CC2)=CC=1.[Cl-].[Li+].O.C1(C)C=CC(S(O)(=O)=O)=CC=1. Product: [Cl:22][CH2:12][C:11]1([CH3:21])[CH2:10][CH2:9][CH:8]([CH2:1][C:2]2[CH:7]=[CH:6][CH:5]=[CH:4][CH:3]=2)[C:14]1([CH2:15][N:16]1[CH:20]=[N:19][CH:18]=[N:17]1)[OH:13]. The catalyst class is: 248. (5) Reactant: [C:1]([O:5][C:6](=[O:24])[NH:7][C@H:8]1[CH2:12][CH2:11][CH2:10][C@@H:9]1[NH:13][C:14]1[CH:19]=[N:18][C:17]([C:20]([F:23])([F:22])[F:21])=[CH:16][N:15]=1)([CH3:4])([CH3:3])[CH3:2].[Br:25]N1C(=O)CCC1=O. Product: [Br:25][C:19]1[C:14]([NH:13][C@H:9]2[CH2:10][CH2:11][CH2:12][C@@H:8]2[NH:7][C:6](=[O:24])[O:5][C:1]([CH3:4])([CH3:2])[CH3:3])=[N:15][CH:16]=[C:17]([C:20]([F:23])([F:21])[F:22])[N:18]=1. The catalyst class is: 2. (6) Reactant: [CH3:1][C:2]1[N:3]=[C:4]2[CH:12]=[CH:11][CH:10]=[C:9]3[N:5]2[C:6]=1[C:7](=[O:29])[N:8]3[CH2:13][CH2:14][CH2:15][CH2:16][CH2:17][N:18]1C(=O)C2=CC=CC=C2C1=O.O.NN. Product: [NH2:18][CH2:17][CH2:16][CH2:15][CH2:14][CH2:13][N:8]1[C:9]2[N:5]3[C:4](=[N:3][C:2]([CH3:1])=[C:6]3[C:7]1=[O:29])[CH:12]=[CH:11][CH:10]=2. The catalyst class is: 8. (7) Reactant: [NH2:1][C:2]1[CH:9]=[CH:8][CH:7]=[CH:6][C:3]=1[CH:4]=O.C(#N)[CH:11]([CH2:13][C:14]#[N:15])O.[NH:17]1CCCCC1. Product: [NH2:15][C:14]1[C:13]([C:11]#[N:17])=[CH:4][C:3]2[C:2](=[CH:9][CH:8]=[CH:7][CH:6]=2)[N:1]=1. The catalyst class is: 8. (8) Reactant: C(OC(=O)[NH:7][C:8]1[C:9]([O:20][C:21]2[CH:26]=[CH:25][CH:24]=[C:23]([C:27]#[N:28])[CH:22]=2)=[N:10][C:11]([C:14]2[CH:15]=[N:16][CH:17]=[CH:18][CH:19]=2)=[N:12][CH:13]=1)(C)(C)C.C(O)(C(F)(F)F)=O. The catalyst class is: 2. Product: [NH2:7][C:8]1[C:9]([O:20][C:21]2[CH:22]=[C:23]([CH:24]=[CH:25][CH:26]=2)[C:27]#[N:28])=[N:10][C:11]([C:14]2[CH:15]=[N:16][CH:17]=[CH:18][CH:19]=2)=[N:12][CH:13]=1. (9) Reactant: [CH2:1]([Si:4]([CH2:19][CH:20]=[CH2:21])([CH2:16][CH:17]=[CH2:18])[CH2:5][CH2:6][CH2:7][C:8]1[CH:15]=[CH:14][C:11]([CH:12]=[O:13])=[CH:10][CH:9]=1)[CH:2]=[CH2:3].C1COCC1.[BH4-].[Na+].C(=O)(O)[O-].[Na+]. Product: [CH2:19]([Si:4]([CH2:1][CH:2]=[CH2:3])([CH2:16][CH:17]=[CH2:18])[CH2:5][CH2:6][CH2:7][C:8]1[CH:15]=[CH:14][C:11]([CH2:12][OH:13])=[CH:10][CH:9]=1)[CH:20]=[CH2:21]. The catalyst class is: 5.